This data is from Reaction yield outcomes from USPTO patents with 853,638 reactions. The task is: Predict the reaction yield, written as a fraction of the theoretical maximum amount of product (1.0 means a 100% yield; for example, 0.34 means a 34% yield). (1) The reactants are [O:1]1[CH2:6][CH2:5][CH:4]([C:7]([OH:9])=[O:8])[CH2:3][CH2:2]1.S(Cl)(Cl)=O.N1C=CC=CC=1.O[C:21]1[CH:28]=[CH:27][C:24]([CH:25]=[O:26])=[CH:23][CH:22]=1. The catalyst is C(Cl)Cl.O. The product is [O:1]1[CH2:6][CH2:5][CH:4]([C:7]([O:9][C:21]2[CH:28]=[CH:27][C:24]([CH:25]=[O:26])=[CH:23][CH:22]=2)=[O:8])[CH2:3][CH2:2]1. The yield is 0.870. (2) The reactants are [F:1][C:2]([F:19])([F:18])[CH:3]1[C:12]2[C:7](=[CH:8][CH:9]=[CH:10][CH:11]=2)[N:6]([CH:13]([CH3:17])[C:14]([NH2:16])=O)[CH2:5][CH2:4]1.CSC.B. No catalyst specified. The product is [F:18][C:2]([F:1])([F:19])[CH:3]1[C:12]2[C:7](=[CH:8][CH:9]=[CH:10][CH:11]=2)[N:6]([CH:13]([CH3:17])[CH2:14][NH2:16])[CH2:5][CH2:4]1. The yield is 0.490. (3) The reactants are [CH2:1]([O:3][C:4]([NH:6][N:7]=[CH:8][CH2:9][CH:10]1[CH2:12][CH2:11]1)=[O:5])[CH3:2]. The catalyst is CCO.[Pt]. The product is [CH2:1]([O:3][C:4]([NH:6][NH:7][CH2:8][CH2:9][CH:10]1[CH2:11][CH2:12]1)=[O:5])[CH3:2]. The yield is 0.930. (4) The reactants are [NH:1]1[CH2:5][CH2:4][C@@H:3]([OH:6])[CH2:2]1.[C:7](O[C:7]([O:9][C:10]([CH3:13])([CH3:12])[CH3:11])=[O:8])([O:9][C:10]([CH3:13])([CH3:12])[CH3:11])=[O:8].[OH-].[Na+]. The catalyst is O1CCCC1.O. The product is [C:7]([N:1]1[CH2:5][CH2:4][C@@H:3]([OH:6])[CH2:2]1)([O:9][C:10]([CH3:13])([CH3:12])[CH3:11])=[O:8]. The yield is 0.980. (5) The reactants are Cl[C:2]1[CH:7]=[C:6]([N+:8]([O-:10])=[O:9])[CH:5]=[CH:4][N:3]=1.C([Sn](CCCC)(CCCC)[C:16]1[CH2:17][CH2:18][O:19][CH2:20][CH:21]=1)CCC.C1(P(C2C=CC=CC=2)C2C=CC=CC=2)C=CC=CC=1.[Cl-].[Li+].C(C1C(O)=C(C(C)(C)C)C=C(C)C=1)(C)(C)C. The catalyst is CN(C)C=O.Cl[Pd](Cl)([P](C1C=CC=CC=1)(C1C=CC=CC=1)C1C=CC=CC=1)[P](C1C=CC=CC=1)(C1C=CC=CC=1)C1C=CC=CC=1. The product is [O:19]1[CH2:18][CH:17]=[C:16]([C:2]2[CH:7]=[C:6]([N+:8]([O-:10])=[O:9])[CH:5]=[CH:4][N:3]=2)[CH2:21][CH2:20]1. The yield is 0.230. (6) The reactants are [CH2:1]([NH:7][S:8]([C:11]1[C:16]([Cl:17])=[CH:15][CH:14]=[C:13]([N+:18]([O-:20])=[O:19])[C:12]=1Cl)(=[O:10])=[O:9])[C@H:2]1[O:6][CH2:5][CH2:4][CH2:3]1.[H-].[Na+].[OH2:24]. No catalyst specified. The product is [CH2:1]([NH:7][S:8]([C:11]1[C:16]([Cl:17])=[CH:15][CH:14]=[C:13]([N+:18]([O-:20])=[O:19])[C:12]=1[OH:24])(=[O:10])=[O:9])[C@H:2]1[O:6][CH2:5][CH2:4][CH2:3]1. The yield is 0.260. (7) The reactants are C1(P(=O)(C2C=CC=CC=2)C2C=CC=CC=2)C=CC=CC=1.FC(F)(F)S(OS(C(F)(F)F)(=O)=O)(=O)=O.C([S:43][CH:44]([CH2:69][N:70]1[CH2:75][CH2:74][O:73][CH2:72][CH2:71]1)[CH2:45][NH:46][C:47]([C:49]1[NH:50][C:51]2[C:56]([CH:57]=1)=[CH:55][CH:54]=[CH:53][C:52]=2[N:58]([CH3:68])[S:59]([C:62]1[CH:63]=[N:64][CH:65]=[CH:66][CH:67]=1)(=[O:61])=[O:60])=O)C1C=CC=CC=1.CSC. The catalyst is C(#N)C.ClCCl.C(OCC)(=O)C.[Cl-].[Na+].O. The yield is 0.110. The product is [CH3:68][N:58]([C:52]1[CH:53]=[CH:54][CH:55]=[C:56]2[C:51]=1[NH:50][C:49]([C:47]1[S:43][CH:44]([CH2:69][N:70]3[CH2:71][CH2:72][O:73][CH2:74][CH2:75]3)[CH2:45][N:46]=1)=[CH:57]2)[S:59]([C:62]1[CH:63]=[N:64][CH:65]=[CH:66][CH:67]=1)(=[O:60])=[O:61]. (8) The reactants are C([N:8]1[CH2:13][CH2:12][N:11]([C:14]2([CH3:27])[CH2:19][CH2:18][N:17]([C:20]([O:22][C:23]([CH3:26])([CH3:25])[CH3:24])=[O:21])[CH2:16][CH2:15]2)[CH2:10][C@@H:9]1[CH3:28])C1C=CC=CC=1.C(O)(=O)C. The catalyst is CO. The product is [CH3:27][C:14]1([N:11]2[CH2:12][CH2:13][NH:8][C@@H:9]([CH3:28])[CH2:10]2)[CH2:19][CH2:18][N:17]([C:20]([O:22][C:23]([CH3:24])([CH3:25])[CH3:26])=[O:21])[CH2:16][CH2:15]1. The yield is 1.00. (9) The reactants are [CH3:1][N:2]1[CH2:7][CH2:6][NH:5][CH2:4][CH2:3]1.[CH3:8][C:9]1[CH:10]=[C:11]([NH:16][C:17]([C:19]2[C:20]([S:25][CH2:26][C:27]3[CH:32]=[CH:31][N:30]=[C:29](F)[CH:28]=3)=[N:21][CH:22]=[CH:23][CH:24]=2)=[O:18])[CH:12]=[C:13]([CH3:15])[CH:14]=1. The catalyst is C(OCC)(=O)C. The product is [CH3:8][C:9]1[CH:10]=[C:11]([NH:16][C:17]([C:19]2[C:20]([S:25][CH2:26][C:27]3[CH:32]=[CH:31][N:30]=[C:29]([N:5]4[CH2:6][CH2:7][N:2]([CH3:1])[CH2:3][CH2:4]4)[CH:28]=3)=[N:21][CH:22]=[CH:23][CH:24]=2)=[O:18])[CH:12]=[C:13]([CH3:15])[CH:14]=1. The yield is 0.320. (10) The reactants are [Cl:1][C:2]1[C:3]([O:30][C@H:31]2[CH2:36][CH2:35][CH2:34][CH2:33][C@@H:32]2[C:37]2[N:41]([CH3:42])[N:40]=[CH:39][CH:38]=2)=[CH:4][C:5]([F:29])=[C:6]([S:8]([N:11](CC2C=CC(OC)=CC=2OC)[C:12]2[CH:17]=[CH:16][N:15]=[CH:14][N:13]=2)(=[O:10])=[O:9])[CH:7]=1.C([SiH](CC)CC)C. The catalyst is ClCCl.FC(F)(F)C(O)=O. The product is [Cl:1][C:2]1[C:3]([O:30][C@H:31]2[CH2:36][CH2:35][CH2:34][CH2:33][C@@H:32]2[C:37]2[N:41]([CH3:42])[N:40]=[CH:39][CH:38]=2)=[CH:4][C:5]([F:29])=[C:6]([S:8]([NH:11][C:12]2[CH:17]=[CH:16][N:15]=[CH:14][N:13]=2)(=[O:10])=[O:9])[CH:7]=1. The yield is 0.990.